The task is: Predict the reaction yield, written as a fraction of the theoretical maximum amount of product (1.0 means a 100% yield; for example, 0.34 means a 34% yield).. This data is from Reaction yield outcomes from USPTO patents with 853,638 reactions. (1) The reactants are C([SiH](C(C)C)C(C)C)(C)C.FC(F)(F)C(O)=O.[C:18]1([S:24]([N:27]2[C:31]3=[N:32][CH:33]=[C:34]([N:36]4[CH2:41][CH2:40][O:39][CH2:38][CH2:37]4)[CH:35]=[C:30]3[C:29]([C:42]3[CH:43]=[N:44][N:45](C(C4C=CC=CC=4)(C4C=CC=CC=4)C4C=CC=CC=4)[CH:46]=3)=[CH:28]2)(=[O:26])=[O:25])[CH:23]=[CH:22][CH:21]=[CH:20][CH:19]=1.C([O-])(O)=O.[Na+]. The catalyst is C(Cl)Cl.CCCCCC.CCOC(C)=O.O. The product is [C:18]1([S:24]([N:27]2[C:31]3=[N:32][CH:33]=[C:34]([N:36]4[CH2:37][CH2:38][O:39][CH2:40][CH2:41]4)[CH:35]=[C:30]3[C:29]([C:42]3[CH:46]=[N:45][NH:44][CH:43]=3)=[CH:28]2)(=[O:26])=[O:25])[CH:19]=[CH:20][CH:21]=[CH:22][CH:23]=1. The yield is 0.630. (2) The reactants are [CH3:1][O:2][C:3]1[N:10]=[CH:9][C:8]([N:11]2[C:16]3[CH:17]=[C:18]([O:21][C@H:22]4[CH2:26][CH2:25][N:24]([C:27]([C@@H:29]5[CH2:33][CH2:32][NH:31][CH2:30]5)=[O:28])[CH2:23]4)[CH:19]=[CH:20][C:15]=3[O:14][CH2:13][CH2:12]2)=[CH:7][C:4]=1[C:5]#[N:6].C=O.[C:36](O)(=O)C.[BH3-]C#N.[Na+]. The catalyst is CO.C(Cl)Cl.C([O-])(O)=O.[Na+]. The product is [CH3:1][O:2][C:3]1[N:10]=[CH:9][C:8]([N:11]2[C:16]3[CH:17]=[C:18]([O:21][C@H:22]4[CH2:26][CH2:25][N:24]([C:27]([C@@H:29]5[CH2:33][CH2:32][N:31]([CH3:36])[CH2:30]5)=[O:28])[CH2:23]4)[CH:19]=[CH:20][C:15]=3[O:14][CH2:13][CH2:12]2)=[CH:7][C:4]=1[C:5]#[N:6]. The yield is 0.720.